This data is from Reaction yield outcomes from USPTO patents with 853,638 reactions. The task is: Predict the reaction yield, written as a fraction of the theoretical maximum amount of product (1.0 means a 100% yield; for example, 0.34 means a 34% yield). The reactants are Cl.[CH2:2]([O:9][C:10]([NH:12][C@H:13]([C:21]([NH:23][CH2:24][C@@H:25]([NH:29][C:30](=[O:37])[C@H:31]([CH2:33][CH:34]([CH3:36])[CH3:35])[NH2:32])[CH:26]([CH3:28])[CH3:27])=[O:22])[CH2:14][C:15]1[CH:20]=[CH:19][CH:18]=[CH:17][CH:16]=1)=[O:11])[C:3]1[CH:8]=[CH:7][CH:6]=[CH:5][CH:4]=1.C(N(CC)CC)C.C1C=CC2N([OH:54])N=NC=2C=1.[C:55]([O:59][C:60](NCCCCC(O)=O)=[O:61])([CH3:58])([CH3:57])[CH3:56].[CH2:70]1[CH2:75][CH2:74][CH:73]([N:76]=C=[N:76][CH:73]2C[CH2:71][CH2:70][CH2:75][CH2:74]2)C[CH2:71]1. The catalyst is Cl.O1CCOCC1.CN(C=O)C.C(Cl)Cl. The product is [CH2:2]([O:9][C:10]([NH:12][C@H:13]([C:21]([NH:23][CH2:24][C@@H:25]([NH:29][C:30](=[O:37])[C@H:31]([CH2:33][CH:34]([CH3:36])[CH3:35])[N:32]([C:71](=[O:54])[CH2:70][CH2:75][CH2:74][CH2:73][NH2:76])[C:60]([O:59][C:55]([CH3:56])([CH3:57])[CH3:58])=[O:61])[CH:26]([CH3:27])[CH3:28])=[O:22])[CH2:14][C:15]1[CH:20]=[CH:19][CH:18]=[CH:17][CH:16]=1)=[O:11])[C:3]1[CH:8]=[CH:7][CH:6]=[CH:5][CH:4]=1. The yield is 0.960.